From a dataset of Reaction yield outcomes from USPTO patents with 853,638 reactions. Predict the reaction yield, written as a fraction of the theoretical maximum amount of product (1.0 means a 100% yield; for example, 0.34 means a 34% yield). (1) The reactants are [CH3:1][I:2].[C:3]12([CH2:13][CH2:14][N:15]([CH2:28][CH2:29][CH2:30][CH2:31][CH3:32])[C:16]([NH:18][CH2:19][CH2:20][CH2:21][C:22]3[CH:27]=[CH:26][N:25]=[CH:24][CH:23]=3)=[O:17])[CH2:12][CH:7]3[CH2:8][CH:9]([CH2:11][CH:5]([CH2:6]3)[CH2:4]1)[CH2:10]2. The catalyst is CC(C)=O. The product is [I-:2].[C:3]12([CH2:13][CH2:14][N:15]([CH2:28][CH2:29][CH2:30][CH2:31][CH3:32])[C:16](=[O:17])[NH:18][CH2:19][CH2:20][CH2:21][C:22]3[CH:23]=[CH:24][N+:25]([CH3:1])=[CH:26][CH:27]=3)[CH2:4][CH:5]3[CH2:6][CH:7]([CH2:8][CH:9]([CH2:11]3)[CH2:10]1)[CH2:12]2. The yield is 0.960. (2) The reactants are [CH3:1][C:2]1[CH:11]=[CH:10][C:9]2[C:8]([NH2:12])=[N:7][C:6]3[CH:13]=[CH:14][CH:15]=[CH:16][C:5]=3[C:4]=2[N:3]=1.[CH2:17]([C:19]1[CH:24]=[C:23](I)[C:22](I)=[CH:21][C:20]=1[CH2:27][CH3:28])[CH3:18].CNCCNC.C(=O)([O-])[O-].[Cs+].[Cs+]. The catalyst is [Cu](I)I. The product is [CH2:17]([C:19]1[C:20]([CH2:27][CH3:28])=[CH:21][C:22]2[N:12]=[C:8]3[N:7]([C:23]=2[CH:24]=1)[C:6]1[CH:13]=[CH:14][CH:15]=[CH:16][C:5]=1[C:4]1[N:3]=[C:2]([CH3:1])[CH:11]=[CH:10][C:9]3=1)[CH3:18]. The yield is 0.493. (3) The reactants are [CH2:1]([O:21][CH:22]([CH2:30][CH3:31])[C:23]([O:25]C(C)(C)C)=[O:24])[CH2:2][CH2:3][CH2:4]/[CH:5]=[CH:6]\[CH2:7]/[CH:8]=[CH:9]\[CH2:10]/[CH:11]=[CH:12]\[CH2:13]/[CH:14]=[CH:15]\[CH2:16]/[CH:17]=[CH:18]\[CH2:19][CH3:20].FC(F)(F)C(O)=O.O. The catalyst is ClCCl. The product is [CH2:1]([O:21][CH:22]([CH2:30][CH3:31])[C:23]([OH:25])=[O:24])[CH2:2][CH2:3][CH2:4]/[CH:5]=[CH:6]\[CH2:7]/[CH:8]=[CH:9]\[CH2:10]/[CH:11]=[CH:12]\[CH2:13]/[CH:14]=[CH:15]\[CH2:16]/[CH:17]=[CH:18]\[CH2:19][CH3:20]. The yield is 0.710.